This data is from Forward reaction prediction with 1.9M reactions from USPTO patents (1976-2016). The task is: Predict the product of the given reaction. (1) Given the reactants [CH2:1]([O:3][C:4](=[O:20])[C@@H:5]([CH:17]([CH3:19])[CH3:18])[NH:6][S:7]([C:10]1[CH:15]=[CH:14][C:13](F)=[CH:12][CH:11]=1)(=[O:9])=[O:8])[CH3:2].[C:21]1([SH:27])[CH:26]=[CH:25][CH:24]=[CH:23][CH:22]=1.C(=O)([O-])[O-].[K+].[K+].O, predict the reaction product. The product is: [CH2:1]([O:3][C:4](=[O:20])[C@@H:5]([CH:17]([CH3:19])[CH3:18])[NH:6][S:7]([C:10]1[CH:15]=[CH:14][C:13]([S:27][C:21]2[CH:26]=[CH:25][CH:24]=[CH:23][CH:22]=2)=[CH:12][CH:11]=1)(=[O:9])=[O:8])[CH3:2]. (2) Given the reactants [OH:1][C:2]1[CH:3]=[C:4]([CH:8]=[C:9]([S:11]([F:16])([F:15])([F:14])([F:13])[F:12])[CH:10]=1)[C:5]([OH:7])=[O:6].CS(O[CH:22]1[CH2:25][N:24]([C:26]([O:28][C:29]([CH3:32])([CH3:31])[CH3:30])=[O:27])[CH2:23]1)(=O)=O.C(=O)([O-])[O-].[Cs+].[Cs+].Cl, predict the reaction product. The product is: [C:29]([O:28][C:26]([N:24]1[CH2:25][CH:22]([O:1][C:2]2[CH:3]=[C:4]([CH:8]=[C:9]([S:11]([F:16])([F:12])([F:13])([F:14])[F:15])[CH:10]=2)[C:5]([OH:7])=[O:6])[CH2:23]1)=[O:27])([CH3:32])([CH3:30])[CH3:31]. (3) Given the reactants [CH2:1]([O:3][C:4](=[O:6])[CH3:5])[CH3:2].[Br:7][C:8]1[CH:9]=[C:10]([S:15][C:16]2[CH:26]=[CH:25][C:19]([O:20]CC(O)=O)=[C:18]([Cl:27])[CH:17]=2)[CH:11]=[C:12]([OH:14])[CH:13]=1.O[CH2:29][CH2:30][CH2:31][N:32]1[CH2:37][CH2:36][O:35][CH2:34][CH2:33]1.C(P(CCCC)CCCC)CCC.N(C(N1CCCCC1)=O)=NC(N1CCCCC1)=O, predict the reaction product. The product is: [CH2:1]([O:3][C:4](=[O:6])[CH2:5][O:20][C:19]1[CH:25]=[CH:26][C:16]([S:15][C:10]2[CH:11]=[C:12]([O:14][CH2:29][CH2:30][CH2:31][N:32]3[CH2:37][CH2:36][O:35][CH2:34][CH2:33]3)[CH:13]=[C:8]([Br:7])[CH:9]=2)=[CH:17][C:18]=1[Cl:27])[CH3:2]. (4) Given the reactants [CH3:1][S:2](Cl)(=[O:4])=[O:3].[CH3:6][O:7][C:8](=[O:19])[C:9]1[CH:14]=[CH:13][C:12]([O:15][CH2:16][CH2:17][NH2:18])=[CH:11][CH:10]=1.N1C=CC=CC=1.CCOC(C)=O, predict the reaction product. The product is: [CH3:6][O:7][C:8](=[O:19])[C:9]1[CH:10]=[CH:11][C:12]([O:15][CH2:16][CH2:17][NH:18][S:2]([CH3:1])(=[O:4])=[O:3])=[CH:13][CH:14]=1.